Predict the reaction yield, written as a fraction of the theoretical maximum amount of product (1.0 means a 100% yield; for example, 0.34 means a 34% yield). From a dataset of Reaction yield outcomes from USPTO patents with 853,638 reactions. (1) The reactants are [F:1][C:2]1[CH:7]=[CH:6][C:5]([CH2:8][C:9]#[N:10])=[CH:4][C:3]=1[O:11][CH3:12].[O-]CC.[Na+].[CH:17](=O)[C:18]1[CH:23]=[CH:22][CH:21]=[CH:20][CH:19]=1. The catalyst is CCO. The product is [F:1][C:2]1[CH:7]=[CH:6][C:5]([C:8](=[CH:17][C:18]2[CH:23]=[CH:22][CH:21]=[CH:20][CH:19]=2)[C:9]#[N:10])=[CH:4][C:3]=1[O:11][CH3:12]. The yield is 0.860. (2) The reactants are [C:1]([C:4]1[CH:5]=[C:6]2[C:10](=[CH:11][CH:12]=1)[N:9](C1CCCCO1)[N:8]=[C:7]2[C:19]1[CH:20]=[C:21]([CH:26]=[CH:27][CH:28]=1)[C:22](OC)=[O:23])(=[O:3])[NH2:2].[OH-].[Li+].ON1[C:36]2[N:37]=[CH:38][CH:39]=[CH:40][C:35]=2N=N1.[NH2:41][CH2:42][CH2:43]N1CCCCC1.Cl.C(N=C=NCCCN(C)C)C.Cl. The catalyst is O1CCCC1.O.O1CCOCC1. The product is [NH:37]1[CH2:38][CH2:39][CH2:40][CH2:35][CH:36]1[CH2:43][CH2:42][NH:41][C:22]([C:21]1[CH:20]=[C:19]([C:7]2[C:6]3[C:10](=[CH:11][CH:12]=[C:4]([C:1]([NH2:2])=[O:3])[CH:5]=3)[NH:9][N:8]=2)[CH:28]=[CH:27][CH:26]=1)=[O:23]. The yield is 0.0800. (3) The reactants are FC(F)(F)C(O)=O.C(O[C:13](=O)[N:14]([CH:16]1[CH2:21][CH2:20][N:19]([C:22]2[N:23]=[N:24][C:25]([C:30]3[CH:35]=[CH:34][N:33]=[CH:32][CH:31]=3)=[C:26]([CH3:29])[C:27]=2[CH3:28])[CH2:18][CH2:17]1)C)(C)(C)C. The catalyst is C(Cl)Cl. The product is [CH3:28][C:27]1[C:26]([CH3:29])=[C:25]([C:30]2[CH:31]=[CH:32][N:33]=[CH:34][CH:35]=2)[N:24]=[N:23][C:22]=1[N:19]1[CH2:18][CH2:17][CH:16]([NH:14][CH3:13])[CH2:21][CH2:20]1. The yield is 0.890. (4) The reactants are [NH2:1][C@:2]([CH3:13])([CH2:5][CH2:6][C:7]1[N:8]([CH3:12])[CH:9]=[CH:10][CH:11]=1)[CH2:3][OH:4].[OH-:14].[Na+].C(N([CH2:21][CH3:22])CC)C.[C:23](OC(=O)C)(=[O:25])[CH3:24]. The catalyst is CN(C)C1C=CN=CC=1.CO.O.ClCCl. The product is [C:23]([O:4][CH2:3][C@@:2]([NH:1][C:21](=[O:14])[CH3:22])([CH3:13])[CH2:5][CH2:6][C:7]1[N:8]([CH3:12])[CH:9]=[CH:10][CH:11]=1)(=[O:25])[CH3:24]. The yield is 1.00.